This data is from Full USPTO retrosynthesis dataset with 1.9M reactions from patents (1976-2016). The task is: Predict the reactants needed to synthesize the given product. Given the product [C:19]([O:18][CH:13]([CH2:12][O:11][S:8]([C:5]1[CH:6]=[CH:7][C:2]([CH3:1])=[CH:3][CH:4]=1)(=[O:9])=[O:10])[CH2:14][N:15]=[N+:16]=[N-:17])(=[O:21])[CH3:20], predict the reactants needed to synthesize it. The reactants are: [CH3:1][C:2]1[CH:7]=[CH:6][C:5]([S:8]([O:11][CH2:12][CH:13]([OH:18])[CH2:14][N:15]=[N+:16]=[N-:17])(=[O:10])=[O:9])=[CH:4][CH:3]=1.[C:19](OC(=O)C)(=[O:21])[CH3:20].